Task: Predict the reactants needed to synthesize the given product.. Dataset: Full USPTO retrosynthesis dataset with 1.9M reactions from patents (1976-2016) Given the product [C:14]([O:16][N:35]1[C:30]2[CH:31]=[CH:32][CH:33]=[CH:34][C:29]=2[N:28]([O:27][CH:23]2[CH2:42][CH2:60][CH2:58][N:54]([CH:55]([CH3:56])[CH3:57])[CH2:53]2)[NH:36]1)(=[O:15])[C:13]1[CH:17]=[CH:18][CH:19]=[CH:11][CH:12]=1, predict the reactants needed to synthesize it. The reactants are: C(N1CCCC(O[C:11]2[CH:12]=[C:13]([CH:17]=[CH:18][CH:19]=2)[C:14]([OH:16])=[O:15])C1)(C)C.CN([C:23]([O:27][N:28]1[N:36]=[N:35][C:30]2[CH:31]=[CH:32][CH:33]=[CH:34][C:29]1=2)=[N+](C)C)C.[B-](F)(F)(F)F.[CH:42]1C=CC2N(O)N=NC=2C=1.C[CH2:53][N:54]([CH:58]([CH3:60])C)[CH:55]([CH3:57])[CH3:56].